From a dataset of Reaction yield outcomes from USPTO patents with 853,638 reactions. Predict the reaction yield, written as a fraction of the theoretical maximum amount of product (1.0 means a 100% yield; for example, 0.34 means a 34% yield). (1) The reactants are C[O:2][C:3](=[O:21])[C:4]1[C:9]([CH2:10][C:11]([O:13]C)=[O:12])=[CH:8][CH:7]=[CH:6][C:5]=1[CH2:15][CH2:16][S:17]C(=O)C.[OH-].[K+]. The catalyst is CCO. The product is [C:11]([CH2:10][C:9]1[CH:8]=[CH:7][CH:6]=[C:5]([CH2:15][CH2:16][SH:17])[C:4]=1[C:3]([OH:21])=[O:2])([OH:13])=[O:12]. The yield is 0.730. (2) The reactants are C(OC([N:8]1[CH2:13][CH2:12][CH2:11][C@H:10]([NH:14][CH2:15][C:16]2[CH:17]=[C:18]3[C:22](=[CH:23][C:24]=2[O:25][CH3:26])[CH2:21][O:20][CH:19]3[C:27]([F:30])([F:29])[F:28])[C@@H:9]1[C:31]1[CH:36]=[CH:35][CH:34]=[CH:33][CH:32]=1)=O)(C)(C)C.[ClH:37]. The catalyst is C(OCC)(=O)C. The product is [ClH:37].[ClH:37].[CH3:26][O:25][C:24]1[CH:23]=[C:22]2[C:18]([CH:19]([C:27]([F:28])([F:29])[F:30])[O:20][CH2:21]2)=[CH:17][C:16]=1[CH2:15][NH:14][C@H:10]1[CH2:11][CH2:12][CH2:13][NH:8][C@H:9]1[C:31]1[CH:36]=[CH:35][CH:34]=[CH:33][CH:32]=1. The yield is 0.305. (3) The product is [Cl:11][C:6]1[C:7]2[S:20][CH:19]=[CH:18][C:17]=2[N:12]=[CH:13][N:14]=1. The reactants are CN(C)C=O.[C:6]([Cl:11])(=O)[C:7](Cl)=O.[N:12]1[C:17]2[CH:18]=[CH:19][S:20]C=2C(=O)[NH:14][CH:13]=1.O. The yield is 0.760. The catalyst is ClC(Cl)C. (4) The reactants are [F:1][C:2]1[CH:3]=[C:4]([OH:9])[CH:5]=[CH:6][C:7]=1[F:8].[H-].[Na+].Br[CH2:13][CH2:14][O:15][CH3:16].O. The catalyst is CN(C)C=O. The product is [F:8][C:7]1[CH:6]=[CH:5][C:4]([O:9][CH2:13][CH2:14][O:15][CH3:16])=[CH:3][C:2]=1[F:1]. The yield is 0.440.